This data is from Reaction yield outcomes from USPTO patents with 853,638 reactions. The task is: Predict the reaction yield, written as a fraction of the theoretical maximum amount of product (1.0 means a 100% yield; for example, 0.34 means a 34% yield). (1) The reactants are [Br:1][C:2]1[CH:18]=[CH:17][C:5]([O:6][C:7]2[CH:14]=[CH:13][C:10]([C:11]#[N:12])=[CH:9][C:8]=2[CH:15]=[O:16])=[CH:4][C:3]=1[CH2:19][OH:20].[O:21]1[CH:26]=[CH:25][CH2:24][CH2:23][CH2:22]1.C(=O)([O-])[O-].[Na+].[Na+].O.C(Cl)(Cl)Cl. The catalyst is ClCCl.CC1(C)[C@]2(CS(O)(=O)=O)C(C[C@H]1CC2)=O. The product is [Br:1][C:2]1[CH:18]=[CH:17][C:5]([O:6][C:7]2[CH:14]=[CH:13][C:10]([C:11]#[N:12])=[CH:9][C:8]=2[CH:15]=[O:16])=[CH:4][C:3]=1[CH2:19][O:20][CH:22]1[CH2:23][CH2:24][CH2:25][CH2:26][O:21]1. The yield is 0.880. (2) The reactants are [CH3:1][C:2]1([CH3:33])[C:8](=[O:9])[NH:7][C:6]2[N:10]=[CH:11][C:12](/[CH:14]=[CH:15]/[C:16]([N:18]([CH2:20][C:21]3[CH:26]=[CH:25][CH:24]=[C:23]([O:27][CH3:28])[C:22]=3[O:29][CH2:30][CH2:31][CH3:32])[CH3:19])=[O:17])=[CH:13][C:5]=2[CH2:4][NH:3]1.[ClH:34]. The catalyst is C(Cl)Cl.CCOCC. The product is [ClH:34].[CH3:1][C:2]1([CH3:33])[C:8](=[O:9])[NH:7][C:6]2[N:10]=[CH:11][C:12](/[CH:14]=[CH:15]/[C:16]([N:18]([CH2:20][C:21]3[CH:26]=[CH:25][CH:24]=[C:23]([O:27][CH3:28])[C:22]=3[O:29][CH2:30][CH2:31][CH3:32])[CH3:19])=[O:17])=[CH:13][C:5]=2[CH2:4][NH:3]1. The yield is 0.840. (3) The reactants are Br[C:2]1[C:3]([S:8]([CH:11]2[CH2:15][CH2:14][N:13]([C:16]([O:18][C:19]([CH3:22])([CH3:21])[CH3:20])=[O:17])[CH2:12]2)(=[O:10])=[O:9])=[N:4][CH:5]=[CH:6][CH:7]=1.[F:23][C:24]1[CH:29]=[C:28](B2OC(C)(C)C(C)(C)O2)[CH:27]=[CH:26][C:25]=1[C:39]1[N:40]=[CH:41][C:42]([NH2:45])=[N:43][CH:44]=1.C(Cl)Cl.C([O-])([O-])=O.[Na+].[Na+]. The yield is 0.990. The product is [NH2:45][C:42]1[N:43]=[CH:44][C:39]([C:25]2[CH:26]=[CH:27][C:28]([C:2]3[C:3]([S:8]([CH:11]4[CH2:15][CH2:14][N:13]([C:16]([O:18][C:19]([CH3:22])([CH3:21])[CH3:20])=[O:17])[CH2:12]4)(=[O:10])=[O:9])=[N:4][CH:5]=[CH:6][CH:7]=3)=[CH:29][C:24]=2[F:23])=[N:40][CH:41]=1. The catalyst is CN(C=O)C.C1C=CC(P(C2C=CC=CC=2)[C-]2C=CC=C2)=CC=1.C1C=CC(P(C2C=CC=CC=2)[C-]2C=CC=C2)=CC=1.Cl[Pd]Cl.[Fe+2]. (4) The reactants are [NH2:1][CH:2]([CH2:13][C:14]1[CH:19]=[CH:18][CH:17]=[C:16]([O:20][CH2:21][C:22]2[CH:27]=[CH:26][CH:25]=[CH:24][CH:23]=2)[CH:15]=1)[C:3]([O:5][CH2:6][C:7]1[CH:12]=[CH:11][CH:10]=[CH:9][CH:8]=1)=[O:4].[C:28]([O:32][C:33]([NH:35][C:36]1[CH:43]=[CH:42][C:39]([CH2:40][NH2:41])=[CH:38][CH:37]=1)=[O:34])([CH3:31])([CH3:30])[CH3:29].C(N(CC)CC)C.C[CH2:52][O:53]C(C)=O. No catalyst specified. The product is [CH2:21]([O:20][C:16]1[CH:15]=[C:14]([CH2:13][CH:2]([NH:1][C:52]([NH:41][CH2:40][C:39]2[CH:38]=[CH:37][C:36]([NH:35][C:33]([O:32][C:28]([CH3:31])([CH3:29])[CH3:30])=[O:34])=[CH:43][CH:42]=2)=[O:53])[C:3]([O:5][CH2:6][C:7]2[CH:8]=[CH:9][CH:10]=[CH:11][CH:12]=2)=[O:4])[CH:19]=[CH:18][CH:17]=1)[C:22]1[CH:23]=[CH:24][CH:25]=[CH:26][CH:27]=1. The yield is 0.680. (5) The reactants are [Cl:1][C:2]1[CH:7]=[C:6]([O:8][C:9]2[C:18]3[C:13](=[CH:14][C:15]([OH:21])=[C:16]([O:19][CH3:20])[CH:17]=3)[N:12]=[CH:11][N:10]=2)[CH:5]=[CH:4][C:3]=1[NH:22][C:23]([NH:25][CH2:26][CH2:27][CH3:28])=[O:24].C(=O)([O-])[O-].[K+].[K+].C(Br)[CH2:36][CH2:37][CH2:38][CH2:39][Br:40]. The catalyst is CN(C)C=O. The product is [Br:40][CH2:39][CH2:38][CH2:37][CH2:36][O:21][C:15]1[CH:14]=[C:13]2[C:18]([C:9]([O:8][C:6]3[CH:5]=[CH:4][C:3]([NH:22][C:23]([NH:25][CH2:26][CH2:27][CH3:28])=[O:24])=[C:2]([Cl:1])[CH:7]=3)=[N:10][CH:11]=[N:12]2)=[CH:17][C:16]=1[O:19][CH3:20]. The yield is 0.460. (6) The reactants are [Cl:1]N1C(=O)CCC1=O.[Cl:9][C:10]1[C:11]2[CH:18]=[CH:17][NH:16][C:12]=2[N:13]=[CH:14][N:15]=1. The catalyst is C(Cl)Cl. The product is [Cl:9][C:10]1[C:11]2[C:18]([Cl:1])=[CH:17][NH:16][C:12]=2[N:13]=[CH:14][N:15]=1. The yield is 0.800. (7) The reactants are [N+:1]([C:4]1[CH:9]=[CH:8][C:7]([N:10]2[CH2:15][CH2:14][N:13]([C:16]([O:18][C:19]([CH3:22])([CH3:21])[CH3:20])=[O:17])[CH2:12][CH2:11]2)=[CH:6][CH:5]=1)([O-])=O.[H][H]. The catalyst is C(O)C.[Pd]. The product is [NH2:1][C:4]1[CH:9]=[CH:8][C:7]([N:10]2[CH2:15][CH2:14][N:13]([C:16]([O:18][C:19]([CH3:22])([CH3:21])[CH3:20])=[O:17])[CH2:12][CH2:11]2)=[CH:6][CH:5]=1. The yield is 0.980.